This data is from Peptide-MHC class II binding affinity with 134,281 pairs from IEDB. The task is: Regression. Given a peptide amino acid sequence and an MHC pseudo amino acid sequence, predict their binding affinity value. This is MHC class II binding data. (1) The peptide sequence is PSEPWNTGHDWILAD. The MHC is DRB1_0404 with pseudo-sequence DRB1_0404. The binding affinity (normalized) is 0.201. (2) The peptide sequence is SLYNTVATLYCVHQRIEV. The MHC is DRB1_0405 with pseudo-sequence DRB1_0405. The binding affinity (normalized) is 0.565.